The task is: Predict the reaction yield, written as a fraction of the theoretical maximum amount of product (1.0 means a 100% yield; for example, 0.34 means a 34% yield).. This data is from Reaction yield outcomes from USPTO patents with 853,638 reactions. (1) The reactants are Cl[C:2]1[CH:11]=[CH:10][C:5]([C:6]([O:8][CH3:9])=[O:7])=[CH:4][C:3]=1[N+:12]([O-:14])=[O:13].CN(C=O)C.[F:20][C:21]1[CH:26]=[CH:25][C:24]([O:27][CH3:28])=[CH:23][C:22]=1B(O)O.C(=O)([O-])[O-].[K+].[K+]. The catalyst is [Cl-].[Na+].O.C1C=CC([P]([Pd]([P](C2C=CC=CC=2)(C2C=CC=CC=2)C2C=CC=CC=2)([P](C2C=CC=CC=2)(C2C=CC=CC=2)C2C=CC=CC=2)[P](C2C=CC=CC=2)(C2C=CC=CC=2)C2C=CC=CC=2)(C2C=CC=CC=2)C2C=CC=CC=2)=CC=1. The product is [F:20][C:21]1[CH:26]=[CH:25][C:24]([O:27][CH3:28])=[CH:23][C:22]=1[C:2]1[CH:11]=[CH:10][C:5]([C:6]([O:8][CH3:9])=[O:7])=[CH:4][C:3]=1[N+:12]([O-:14])=[O:13]. The yield is 0.990. (2) The reactants are [C:1]1([C@H:7]([NH:9][C@@:10]2([C:22]([O:24][CH2:25][CH3:26])=[O:23])[CH2:15][C@H:14](O)[CH:13]3[CH:11]2[C@H:12]3[C:17]([O:19][CH2:20][CH3:21])=[O:18])[CH3:8])[CH:6]=[CH:5][CH:4]=[CH:3][CH:2]=1.COCCN(S(F)(F)[F:37])CCOC.C([O-])([O-])=O.[Na+].[Na+]. The catalyst is C(Cl)Cl. The product is [C:1]1([C@H:7]([NH:9][C@@:10]2([C:22]([O:24][CH2:25][CH3:26])=[O:23])[CH2:15][C@@H:14]([F:37])[CH:13]3[CH:11]2[C@H:12]3[C:17]([O:19][CH2:20][CH3:21])=[O:18])[CH3:8])[CH:6]=[CH:5][CH:4]=[CH:3][CH:2]=1. The yield is 0.840. (3) The reactants are C1(C)C=CC=CC=1.[C:8]1(=[O:18])[O:13][C:11](=O)[C:10]2=[CH:14][CH:15]=[CH:16][CH:17]=[C:9]12.[CH2:19]([NH2:22])[CH2:20][OH:21]. The product is [OH:21][CH2:20][CH2:19][N:22]1[C:8](=[O:18])[C:9]2[C:10](=[CH:14][CH:15]=[CH:16][CH:17]=2)[C:11]1=[O:13]. The catalyst is O. The yield is 0.668. (4) The reactants are [O:1]([C:8]1[N:13]=[CH:12][N:11]=[C:10]([NH2:14])[CH:9]=1)[C:2]1[CH:7]=[CH:6][CH:5]=[CH:4][CH:3]=1.[C:15](N1C=CC=CC1=O)(N1C=CC=CC1=O)=[S:16]. The catalyst is C(Cl)Cl. The product is [N:14]([C:10]1[CH:9]=[C:8]([O:1][C:2]2[CH:3]=[CH:4][CH:5]=[CH:6][CH:7]=2)[N:13]=[CH:12][N:11]=1)=[C:15]=[S:16]. The yield is 0.850. (5) The reactants are [C:1]([O:4][C:5]1[CH:10]=[C:9]([CH3:11])[C:8]([Br:12])=[C:7]([CH2:13]Br)[CH:6]=1)(=[O:3])[CH3:2].[C:15]([O-:18])(=[O:17])[CH3:16].[Na+].C(OCC)(=O)C. The catalyst is CN(C)C=O. The product is [C:15]([O:18][CH2:13][C:7]1[CH:6]=[C:5]([O:4][C:1](=[O:3])[CH3:2])[CH:10]=[C:9]([CH3:11])[C:8]=1[Br:12])(=[O:17])[CH3:16]. The yield is 0.670. (6) The product is [Br:21][C:22]1[CH:23]=[C:24]([S:28]([NH:16][C:13]2[CH:14]=[CH:15][C:10]([CH2:9][N:6]3[CH2:7][CH2:8][N:3]([CH2:1][CH3:2])[CH2:4][CH2:5]3)=[C:11]([C:17]([F:20])([F:18])[F:19])[CH:12]=2)(=[O:30])=[O:29])[CH:25]=[CH:26][CH:27]=1. The catalyst is C1COCC1. The reactants are [CH2:1]([N:3]1[CH2:8][CH2:7][N:6]([CH2:9][C:10]2[CH:15]=[CH:14][C:13]([NH2:16])=[CH:12][C:11]=2[C:17]([F:20])([F:19])[F:18])[CH2:5][CH2:4]1)[CH3:2].[Br:21][C:22]1[CH:23]=[C:24]([S:28](Cl)(=[O:30])=[O:29])[CH:25]=[CH:26][CH:27]=1.C([O-])(O)=O.[Na+]. The yield is 0.230. (7) The reactants are [Br:1][CH2:2][CH2:3][CH2:4][CH2:5][CH2:6][CH2:7][CH2:8][CH2:9][CH2:10][CH2:11][OH:12].[CH3:13][C:14]([Si:17](Cl)([CH3:19])[CH3:18])([CH3:16])[CH3:15].N1C=CN=C1.O. The catalyst is CN1C(=O)CCC1. The product is [Br:1][CH2:2][CH2:3][CH2:4][CH2:5][CH2:6][CH2:7][CH2:8][CH2:9][CH2:10][CH2:11][O:12][Si:17]([C:14]([CH3:16])([CH3:15])[CH3:13])([CH3:19])[CH3:18]. The yield is 0.860.